Dataset: Forward reaction prediction with 1.9M reactions from USPTO patents (1976-2016). Task: Predict the product of the given reaction. (1) Given the reactants [CH2:1]([N:6]1[C:15]2[C:10](=[N:11][C:12]([C:22]3[CH:27]=[CH:26][CH:25]=[CH:24][CH:23]=3)=[C:13]([C:16]3[CH:21]=[CH:20][CH:19]=[CH:18][CH:17]=3)[N:14]=2)[CH2:9][CH2:8][CH2:7]1)[CH2:2][CH2:3][CH:4]=[CH2:5].[C:28]([O:33][CH3:34])(=[O:32])[CH2:29]C=C, predict the reaction product. The product is: [C:22]1([C:12]2[N:11]=[C:10]3[CH2:9][CH2:8][CH2:7][N:6]([CH2:1][CH2:2][CH2:3]/[CH:4]=[CH:5]/[CH2:29][C:28]([O:33][CH3:34])=[O:32])[C:15]3=[N:14][C:13]=2[C:16]2[CH:17]=[CH:18][CH:19]=[CH:20][CH:21]=2)[CH:23]=[CH:24][CH:25]=[CH:26][CH:27]=1. (2) Given the reactants [NH2:1][C:2]1[CH:6]=[C:5]([C:7]([O:9][CH3:10])=[O:8])[NH:4][N:3]=1.[C:11]([O:17][CH3:18])(=[O:16])[CH2:12][C:13]([CH3:15])=O.[CH3:19]O, predict the reaction product. The product is: [CH3:10][O:9][C:7]([C:5]1[CH:6]=[C:2]2[N:1]=[C:12]([C:11]([O:17][CH3:18])=[O:16])[CH:13]=[C:15]([CH3:19])[N:3]2[N:4]=1)=[O:8]. (3) Given the reactants C[N:2]([CH3:8])[CH2:3][CH2:4][N:5]([CH3:7])C.C(N[CH:13]([CH3:15])[CH3:14])(C)C.C([Li])CCC.CCCCCC.[C:27](N)(=[O:34])[C:28]1[CH:33]=[CH:32][CH:31]=[N:30]C=1, predict the reaction product. The product is: [N:30]1[C:7]2[NH:5][C:4]3[CH:3]=[N:2][CH:8]=[CH:14][C:13]=3[CH2:15][C:27](=[O:34])[C:28]=2[CH:33]=[CH:32][CH:31]=1.